Dataset: Reaction yield outcomes from USPTO patents with 853,638 reactions. Task: Predict the reaction yield, written as a fraction of the theoretical maximum amount of product (1.0 means a 100% yield; for example, 0.34 means a 34% yield). (1) The reactants are Br[C:2]1[CH:3]=[C:4]2[C:15]3([CH2:19][S:18][C:17]([NH:20][C:21](=[O:27])[O:22][C:23]([CH3:26])([CH3:25])[CH3:24])=[N:16]3)[C:14]3[CH:13]=[C:12]([Cl:28])[N:11]=[CH:10][C:9]=3[O:8][C:5]2=[CH:6][CH:7]=1.[F:29][C:30]1[C:35](B(O)O)=[CH:34][CH:33]=[CH:32][N:31]=1.P([O-])([O-])([O-])=O.[K+].[K+].[K+]. The catalyst is CC(P(C(C)(C)C)C1C=CC(N(C)C)=CC=1)(C)C.CC(P(C(C)(C)C)C1C=CC(N(C)C)=CC=1)(C)C.Cl[Pd]Cl. The product is [Cl:28][C:12]1[N:11]=[CH:10][C:9]2[O:8][C:5]3[C:4]([C:15]4([CH2:19][S:18][C:17]([NH:20][C:21](=[O:27])[O:22][C:23]([CH3:24])([CH3:25])[CH3:26])=[N:16]4)[C:14]=2[CH:13]=1)=[CH:3][C:2]([C:35]1[C:30]([F:29])=[N:31][CH:32]=[CH:33][CH:34]=1)=[CH:7][CH:6]=3. The yield is 0.830. (2) The reactants are [Cl:1][C:2]1[CH:7]=[CH:6][C:5]([C:8]2[O:12][N:11]=[C:10]([CH2:13]O)[CH:9]=2)=[CH:4][CH:3]=1.S(Cl)([Cl:17])=O.N1C=CC=CC=1. The catalyst is C(Cl)(Cl)Cl. The product is [Cl:17][CH2:13][C:10]1[CH:9]=[C:8]([C:5]2[CH:6]=[CH:7][C:2]([Cl:1])=[CH:3][CH:4]=2)[O:12][N:11]=1. The yield is 0.920. (3) The reactants are Br[C:2]1[CH:7]=[CH:6][CH:5]=[C:4]([Cl:8])[N:3]=1.C([O:12][B:13](OC(C)C)[O:14]C(C)C)(C)C. The catalyst is C1COCC1. The product is [Cl:8][C:4]1[N:3]=[C:2]([B:13]([OH:14])[OH:12])[CH:7]=[CH:6][CH:5]=1. The yield is 0.736. (4) The reactants are C(O[K])(C)(C)C.[CH2:7]([O:9][C:10]([CH2:12][CH2:13][N:14]1[CH2:19][CH2:18][CH2:17][CH:16]([C:20]([O:22]CC)=O)[CH2:15]1)=[O:11])[CH3:8].CCO. The catalyst is C1(C)C=CC=CC=1. The product is [CH2:7]([O:9][C:10]([C:12]1[CH2:13][N:14]2[CH2:15][CH:16]([C:20]=1[OH:22])[CH2:17][CH2:18][CH2:19]2)=[O:11])[CH3:8]. The yield is 0.400. (5) The catalyst is CS(C)=O.C(OCC)(=O)C. The reactants are [F:1][C:2]([F:36])([F:35])[C:3]1[CH:4]=[C:5]([C:13]([CH3:34])([CH3:33])[C:14]([N:16]([C:18]2[CH:19]=[N:20][C:21](Cl)=[CH:22][C:23]=2[C:24]2[CH:29]=[CH:28][C:27]([F:30])=[CH:26][C:25]=2[CH3:31])[CH3:17])=[O:15])[CH:6]=[C:7]([C:9]([F:12])([F:11])[F:10])[CH:8]=1.C(=O)([O-])[O-].[K+].[K+].[OH:43][CH2:44][C@@H:45]1[C@@H:49]([OH:50])[CH2:48][CH2:47][NH:46]1. The product is [F:1][C:2]([F:36])([F:35])[C:3]1[CH:4]=[C:5]([C:13]([CH3:34])([CH3:33])[C:14]([N:16]([C:18]2[CH:19]=[N:20][C:21]([N:46]3[CH2:47][CH2:48][C@H:49]([OH:50])[C@H:45]3[CH2:44][OH:43])=[CH:22][C:23]=2[C:24]2[CH:29]=[CH:28][C:27]([F:30])=[CH:26][C:25]=2[CH3:31])[CH3:17])=[O:15])[CH:6]=[C:7]([C:9]([F:12])([F:11])[F:10])[CH:8]=1. The yield is 0.670. (6) The reactants are [Br:1][C:2]1[CH:7]=[CH:6][C:5]([C:8]2([C:11](O)=[O:12])[CH2:10][CH2:9]2)=[C:4]([F:14])[CH:3]=1.Cl.C(N=C=NCCCN(C)C)C.O.O[N:29]1C2C=CC=CC=2N=[N:30]1.C(N(CC)CC)C. The catalyst is CN(C)C=O.O. The product is [Br:1][C:2]1[CH:7]=[CH:6][C:5]([C:8]2([C:11]([NH:29][NH2:30])=[O:12])[CH2:10][CH2:9]2)=[C:4]([F:14])[CH:3]=1. The yield is 0.420. (7) The reactants are Cl[C:2]1[C:7]([C:8]2([CH3:13])[O:12][CH2:11][CH2:10][O:9]2)=[CH:6][CH:5]=[CH:4][N:3]=1.[C:14](#[N:16])[CH3:15].C[Si]([N-][Si](C)(C)C)(C)C.[Na+].[NH4+].[Cl-]. The catalyst is C1COCC1. The product is [CH3:13][C:8]1([C:7]2[C:2]([CH2:15][C:14]#[N:16])=[N:3][CH:4]=[CH:5][CH:6]=2)[O:12][CH2:11][CH2:10][O:9]1. The yield is 0.240. (8) The reactants are Cl.C([N:4]([CH2:7][CH3:8])CC)C.[C:9](Cl)([C:22]1[CH:27]=[CH:26][CH:25]=[CH:24][CH:23]=1)([C:16]1[CH:21]=[CH:20][CH:19]=[CH:18][CH:17]=1)[C:10]1[CH:15]=[CH:14][CH:13]=[CH:12][CH:11]=1.CS(Cl)(=O)=O. The catalyst is C(Cl)Cl. The product is [C:9]([N:4]1[CH2:7][CH2:8]1)([C:22]1[CH:27]=[CH:26][CH:25]=[CH:24][CH:23]=1)([C:16]1[CH:21]=[CH:20][CH:19]=[CH:18][CH:17]=1)[C:10]1[CH:15]=[CH:14][CH:13]=[CH:12][CH:11]=1. The yield is 0.860. (9) The reactants are [CH:1]1[C:11]2[CH2:10][CH2:9][C:8]3[CH:12]=[CH:13][CH:14]=[CH:15][C:7]=3[C:6](=[CH:16][C:17]3[CH:18]=[C:19]([CH:22]=[CH:23][CH:24]=3)[C:20]#[N:21])[C:5]=2[CH:4]=[CH:3][CH:2]=1.[H-].[Al+3].[Li+].[H-].[H-].[H-]. The catalyst is C(OCC)C.O.[OH-].[Na+]. The product is [CH:12]1[C:8]2[CH2:9][CH2:10][C:11]3[CH:1]=[CH:2][CH:3]=[CH:4][C:5]=3[C:6](=[CH:16][C:17]3[CH:18]=[C:19]([CH:22]=[CH:23][CH:24]=3)[CH2:20][NH2:21])[C:7]=2[CH:15]=[CH:14][CH:13]=1. The yield is 0.980.